This data is from Catalyst prediction with 721,799 reactions and 888 catalyst types from USPTO. The task is: Predict which catalyst facilitates the given reaction. (1) Reactant: [CH3:1][O:2][C:3]1[CH:8]=[C:7]([N:9]2[CH2:14][CH2:13][N:12]([CH3:15])[CH2:11][CH2:10]2)[CH:6]=[CH:5][C:4]=1[NH:16][C:17]1[N:22]=[C:21]2[N:23](C3CCCCO3)[N:24]=[CH:25][C:20]2=[C:19]([O:32][C:33]2[CH:34]=[C:35]([NH:39][C:40](=[O:43])[CH:41]=[CH2:42])[CH:36]=[CH:37][CH:38]=2)[N:18]=1.Cl. Product: [CH3:1][O:2][C:3]1[CH:8]=[C:7]([N:9]2[CH2:14][CH2:13][N:12]([CH3:15])[CH2:11][CH2:10]2)[CH:6]=[CH:5][C:4]=1[NH:16][C:17]1[N:22]=[C:21]2[NH:23][N:24]=[CH:25][C:20]2=[C:19]([O:32][C:33]2[CH:34]=[C:35]([NH:39][C:40](=[O:43])[CH:41]=[CH2:42])[CH:36]=[CH:37][CH:38]=2)[N:18]=1. The catalyst class is: 71. (2) Product: [F:16][C:12]1[CH:13]=[CH:14][CH:15]=[C:10]([F:9])[C:11]=1[C:17]1[S:18][CH:19]=[C:20]([C:22]([NH:25][C:26]2[C:27]([N:44]3[CH2:49][CH2:48][CH2:47][C@H:46]([NH:50][C:51](=[O:57])[O:52][C:53]([CH3:55])([CH3:54])[CH3:56])[CH2:45]3)=[C:28]3[CH:34]=[CH:33][N:32]([S:35]([C:38]4[CH:39]=[CH:40][CH:41]=[CH:42][CH:43]=4)(=[O:37])=[O:36])[C:29]3=[N:30][CH:31]=2)=[O:24])[N:21]=1. The catalyst class is: 2. Reactant: ClC(N(C)C)=C(C)C.[F:9][C:10]1[CH:15]=[CH:14][CH:13]=[C:12]([F:16])[C:11]=1[C:17]1[S:18][CH:19]=[C:20]([C:22]([OH:24])=O)[N:21]=1.[NH2:25][C:26]1[C:27]([N:44]2[CH2:49][CH2:48][CH2:47][C@H:46]([NH:50][C:51](=[O:57])[O:52][C:53]([CH3:56])([CH3:55])[CH3:54])[CH2:45]2)=[C:28]2[CH:34]=[CH:33][N:32]([S:35]([C:38]3[CH:43]=[CH:42][CH:41]=[CH:40][CH:39]=3)(=[O:37])=[O:36])[C:29]2=[N:30][CH:31]=1.N1C=CC=CC=1. (3) Product: [NH2:29][C:28]1[CH:30]=[CH:31][CH:32]=[CH:33][C:27]=1[C:26]#[C:25][C:2]1[C:3]([O:12][CH3:13])=[CH:4][C:5]([O:10][CH3:11])=[C:6]([CH:9]=1)[CH:7]=[O:8]. Reactant: I[C:2]1[C:3]([O:12][CH3:13])=[CH:4][C:5]([O:10][CH3:11])=[C:6]([CH:9]=1)[CH:7]=[O:8].CCN(CC)CC.C[Si]([C:25]#[C:26][C:27]1[CH:33]=[CH:32][CH:31]=[CH:30][C:28]=1[NH2:29])(C)C.CCCC[N+](CCCC)(CCCC)CCCC.[F-]. The catalyst class is: 540. (4) Product: [CH3:3][C:4]([CH3:25])=[CH:5][CH2:6][C:45]1[CH:46]=[C:41]([C:39](/[CH:38]=[CH:37]/[C:32]2[CH:33]=[CH:34][C:35]([OH:36])=[CH:30][CH:31]=2)=[O:40])[C:42]([OH:49])=[CH:43][C:44]=1[OH:48]. Reactant: [Na+].[Cl-].[CH3:3][C:4]([CH3:25])=[CH:5][CH2:6]C1C(O)=CC(O)=CC=1C1OC2C=C(O)C=CC=2C=1.CC(C)=CC[C:30]1[CH:31]=[C:32]([C:37]2O[C:46]3[CH:45]=[C:44]([OH:48])[CH:43]=[C:42]([OH:49])[C:41]=3[C:39](=[O:40])[C:38]=2O)[CH:33]=[CH:34][C:35]=1[OH:36]. The catalyst class is: 5.